From a dataset of Forward reaction prediction with 1.9M reactions from USPTO patents (1976-2016). Predict the product of the given reaction. (1) Given the reactants C(O[CH:4](O)[C:5]([C:7]1[CH:8]=[C:9]([NH:13][S:14]([C:17]2[CH:22]=[CH:21][CH:20]=[CH:19][CH:18]=2)(=[O:16])=[O:15])[CH:10]=[CH:11][CH:12]=1)=[O:6])C.[NH2:24][C:25]([CH3:43])([CH3:42])[CH2:26][CH2:27][N:28]1[C:32]2[CH:33]=[CH:34][C:35]([C:37]([O:39][CH3:40])=[O:38])=[CH:36][C:31]=2[NH:30][C:29]1=[O:41].C(N(CC)CC)C.[BH4-].[Na+], predict the reaction product. The product is: [C:17]1([S:14]([NH:13][C:9]2[CH:8]=[C:7]([CH:5]([OH:6])[CH2:4][NH:24][C:25]([CH3:43])([CH3:42])[CH2:26][CH2:27][N:28]3[C:32]4[CH:33]=[CH:34][C:35]([C:37]([O:39][CH3:40])=[O:38])=[CH:36][C:31]=4[NH:30][C:29]3=[O:41])[CH:12]=[CH:11][CH:10]=2)(=[O:15])=[O:16])[CH:18]=[CH:19][CH:20]=[CH:21][CH:22]=1. (2) Given the reactants [NH2:1][C:2]1[S:3][C:4]([CH2:11][CH3:12])=[CH:5][C:6]=1[C:7]([O:9]C)=O.ClC(Cl)(O[C:17](=[O:23])OC(Cl)(Cl)Cl)Cl.C(N(CC)CC)C.[N:32]1[CH:37]=[CH:36][CH:35]=[CH:34][C:33]=1[CH2:38][CH2:39][NH2:40], predict the reaction product. The product is: [CH2:11]([C:4]1[S:3][C:2]2[NH:1][C:17](=[O:23])[N:40]([CH2:39][CH2:38][C:33]3[CH:34]=[CH:35][CH:36]=[CH:37][N:32]=3)[C:7](=[O:9])[C:6]=2[CH:5]=1)[CH3:12].